Dataset: Reaction yield outcomes from USPTO patents with 853,638 reactions. Task: Predict the reaction yield, written as a fraction of the theoretical maximum amount of product (1.0 means a 100% yield; for example, 0.34 means a 34% yield). (1) The reactants are [CH2:1]([C@@H:8]([C@@H:11]([O:13][CH2:14][C:15]1[CH:20]=[CH:19][C:18]([O:21][CH3:22])=[CH:17][CH:16]=1)[CH3:12])[CH2:9][OH:10])[C:2]1[CH:7]=[CH:6][CH:5]=[CH:4][CH:3]=1.CS(C)=O. The catalyst is C(Cl)Cl. The product is [CH2:1]([C@@H:8]([C@@H:11]([O:13][CH2:14][C:15]1[CH:16]=[CH:17][C:18]([O:21][CH3:22])=[CH:19][CH:20]=1)[CH3:12])[CH:9]=[O:10])[C:2]1[CH:3]=[CH:4][CH:5]=[CH:6][CH:7]=1. The yield is 0.960. (2) The reactants are [NH2:1][C:2]1[N:32]=[CH:31][CH:30]=[CH:29][C:3]=1[C:4]([C:6]1[C:15]2[C:10](=[CH:11][CH:12]=[CH:13][CH:14]=2)[CH:9]=[C:8]([N:16]2[CH2:21][CH2:20][N:19](C(OC(C)(C)C)=O)[CH2:18][CH2:17]2)[N:7]=1)=[O:5].[F:33][C:34]([F:39])([F:38])[C:35]([OH:37])=[O:36]. The catalyst is ClCCl. The product is [F:33][C:34]([F:39])([F:38])[C:35]([OH:37])=[O:36].[F:33][C:34]([F:39])([F:38])[C:35]([OH:37])=[O:36].[NH2:1][C:2]1[C:3]([C:4]([C:6]2[C:15]3[C:10](=[CH:11][CH:12]=[CH:13][CH:14]=3)[CH:9]=[C:8]([N:16]3[CH2:21][CH2:20][NH:19][CH2:18][CH2:17]3)[N:7]=2)=[O:5])=[CH:29][CH:30]=[CH:31][N:32]=1. The yield is 0.260.